Dataset: Catalyst prediction with 721,799 reactions and 888 catalyst types from USPTO. Task: Predict which catalyst facilitates the given reaction. (1) Reactant: [OH:1][CH2:2][C@H:3]1[N:13]2[C:14]3[N:5]([C:6](=[O:16])[CH2:7][CH2:8][C:9]=3[CH:10]=[CH:11][C:12]2=[O:15])[CH2:4]1.C(N(CC)CC)C.[CH3:24][S:25](Cl)(=[O:27])=[O:26].C(=O)(O)[O-]. Product: [CH3:24][S:25]([O:1][CH2:2][C@H:3]1[N:13]2[C:14]3[N:5]([C:6](=[O:16])[CH2:7][CH2:8][C:9]=3[CH:10]=[CH:11][C:12]2=[O:15])[CH2:4]1)(=[O:27])=[O:26]. The catalyst class is: 2. (2) Reactant: [Br:1][C:2]1[CH:3]=[CH:4][C:5]([OH:11])=[C:6]([CH:10]=1)[C:7]([OH:9])=[O:8].[CH2:12](Br)[CH2:13][CH2:14][CH3:15].C(=O)([O-])[O-].[K+].[K+]. Product: [CH2:12]([O:8][C:7](=[O:9])[C:6]1[CH:10]=[C:2]([Br:1])[CH:3]=[CH:4][C:5]=1[O:11][CH2:3][CH2:2][CH2:10][CH3:6])[CH2:13][CH2:14][CH3:15]. The catalyst class is: 3. (3) Reactant: [CH3:1][O:2][C:3](=[O:36])[C@@H:4]([NH:14][C:15]([C:17]1[S:18][C:19]([C:25](=[O:35])[NH:26][CH2:27][C:28]2[CH:33]=[CH:32][CH:31]=[C:30]([OH:34])[CH:29]=2)=[CH:20][C:21]=1[CH:22]([CH3:24])[CH3:23])=[O:16])[CH2:5][NH:6]C(OC(C)(C)C)=O.[C:37]([OH:43])([C:39]([F:42])([F:41])[F:40])=[O:38]. The catalyst class is: 2. Product: [F:40][C:39]([F:42])([F:41])[C:37]([OH:43])=[O:38].[CH3:1][O:2][C:3](=[O:36])[C@@H:4]([NH:14][C:15]([C:17]1[S:18][C:19]([C:25](=[O:35])[NH:26][CH2:27][C:28]2[CH:33]=[CH:32][CH:31]=[C:30]([OH:34])[CH:29]=2)=[CH:20][C:21]=1[CH:22]([CH3:24])[CH3:23])=[O:16])[CH2:5][NH2:6]. (4) Reactant: [F:1][C:2]1[C:3]([NH2:17])=[CH:4][C:5]2[N:6]([N:8]=[C:9]([C:11]3[CH:16]=[CH:15][CH:14]=[CH:13][CH:12]=3)[N:10]=2)[CH:7]=1.[N:18]1([C:22]([C:24]2[CH:25]=[N:26][N:27]([CH3:32])[C:28]=2[C:29](O)=[O:30])=[O:23])[CH2:21][CH2:20][CH2:19]1.CCCP(=O)=O.C(N(C(C)C)CC)(C)C. Product: [F:1][C:2]1[C:3]([NH:17][C:29]([C:28]2[N:27]([CH3:32])[N:26]=[CH:25][C:24]=2[C:22]([N:18]2[CH2:21][CH2:20][CH2:19]2)=[O:23])=[O:30])=[CH:4][C:5]2[N:6]([N:8]=[C:9]([C:11]3[CH:16]=[CH:15][CH:14]=[CH:13][CH:12]=3)[N:10]=2)[CH:7]=1. The catalyst class is: 7. (5) Reactant: [CH3:1][N:2]1[N:18]=[CH:17][C:16]2[NH:15][C:14](=[O:19])[C@H:13]([CH3:20])[CH2:12][CH2:11][CH2:10][C@H:9]([NH:21]C(=O)OC(C)(C)C)[C:8]3[N:29]=[C:4]([CH:5]=[CH:6][CH:7]=3)[C:3]1=2.C(O)(C(F)(F)F)=O. Product: [NH2:21][C@@H:9]1[C:8]2[N:29]=[C:4]([CH:5]=[CH:6][CH:7]=2)[C:3]2[N:2]([CH3:1])[N:18]=[CH:17][C:16]=2[NH:15][C:14](=[O:19])[C@H:13]([CH3:20])[CH2:12][CH2:11][CH2:10]1. The catalyst class is: 2. (6) Reactant: [S:1]1[CH:5]=[CH:4][C:3]2[C:6]([N:10]3[CH2:15][CH2:14][N:13]([CH2:16][CH2:17][CH2:18][O:19][C:20]4[CH:30]=[CH:29][C:23]([C:24]([NH:26][CH2:27][CH3:28])=[O:25])=[CH:22][C:21]=4[N+:31]([O-])=O)[CH2:12][CH2:11]3)=[CH:7][CH:8]=[CH:9][C:2]1=2. Product: [NH2:31][C:21]1[CH:22]=[C:23]([CH:29]=[CH:30][C:20]=1[O:19][CH2:18][CH2:17][CH2:16][N:13]1[CH2:12][CH2:11][N:10]([C:6]2[C:3]3[CH:4]=[CH:5][S:1][C:2]=3[CH:9]=[CH:8][CH:7]=2)[CH2:15][CH2:14]1)[C:24]([NH:26][CH2:27][CH3:28])=[O:25]. The catalyst class is: 349. (7) Reactant: CO[CH:3]=[C:4]1[C:13]2[C:8](=[CH:9][CH:10]=[CH:11][CH:12]=2)[C:7](=[O:14])[NH:6][C:5]1=[O:15].[N:16]1[C:25]2[C:20](=[CH:21][C:22]([NH2:26])=[CH:23][CH:24]=2)[CH:19]=[CH:18][CH:17]=1. Product: [N:16]1[C:25]2[C:20](=[CH:21][C:22]([NH:26]/[CH:3]=[C:4]3\[C:5](=[O:15])[NH:6][C:7](=[O:14])[C:8]4[C:13]\3=[CH:12][CH:11]=[CH:10][CH:9]=4)=[CH:23][CH:24]=2)[CH:19]=[CH:18][CH:17]=1. The catalyst class is: 9. (8) Product: [Br:8][C:9]1[CH:10]=[CH:11][C:12]([O:18][CH2:19][C:20]2[CH:21]=[CH:22][CH:23]=[CH:24][CH:25]=2)=[C:13]([CH:17]=1)[C:14]([NH:7][C:5]1[CH:4]=[N:3][N:2]([CH3:1])[CH:6]=1)=[O:15]. Reactant: [CH3:1][N:2]1[CH:6]=[C:5]([NH2:7])[CH:4]=[N:3]1.[Br:8][C:9]1[CH:10]=[CH:11][C:12]([O:18][CH2:19][C:20]2[CH:25]=[CH:24][CH:23]=[CH:22][CH:21]=2)=[C:13]([CH:17]=1)[C:14](O)=[O:15].C(Cl)CCl.C1C=CC2N(O)N=NC=2C=1. The catalyst class is: 35.